Dataset: Full USPTO retrosynthesis dataset with 1.9M reactions from patents (1976-2016). Task: Predict the reactants needed to synthesize the given product. (1) Given the product [CH2:18]([NH:17][C:16]([C:12]1[CH:11]=[CH:10][C:9]2[C:8]3[S:26][C:5]([C:3]([OH:4])=[O:2])=[C:6]([O:27][CH2:28][C:29]([OH:31])=[O:30])[C:7]=3[S:15][C:14]=2[CH:13]=1)=[O:25])[C:19]1[CH:20]=[CH:21][CH:22]=[CH:23][CH:24]=1, predict the reactants needed to synthesize it. The reactants are: C[O:2][C:3]([C:5]1[S:26][C:8]2[C:9]3[CH:10]=[CH:11][C:12]([C:16](=[O:25])[NH:17][CH2:18][C:19]4[CH:24]=[CH:23][CH:22]=[CH:21][CH:20]=4)=[CH:13][C:14]=3[S:15][C:7]=2[C:6]=1[O:27][CH2:28][C:29]([O:31]CC)=[O:30])=[O:4].O. (2) Given the product [Br:10][C:11]1[CH:12]=[C:13]([C:19]2[CH:24]=[CH:23][CH:22]=[CH:21][CH:20]=2)[CH:14]=[C:15]([Br:18])[C:16]=1[NH:17][C:1](=[O:8])[C:2]1[CH:7]=[CH:6][CH:5]=[CH:4][CH:3]=1, predict the reactants needed to synthesize it. The reactants are: [C:1](Cl)(=[O:8])[C:2]1[CH:7]=[CH:6][CH:5]=[CH:4][CH:3]=1.[Br:10][C:11]1[CH:12]=[C:13]([C:19]2[CH:24]=[CH:23][CH:22]=[CH:21][CH:20]=2)[CH:14]=[C:15]([Br:18])[C:16]=1[NH2:17].O.